Dataset: Catalyst prediction with 721,799 reactions and 888 catalyst types from USPTO. Task: Predict which catalyst facilitates the given reaction. (1) Reactant: [F:1][C:2]1[CH:3]=[C:4]([C:8]2[CH:9]=[C:10]([NH2:13])[NH:11][N:12]=2)[CH:5]=[CH:6][CH:7]=1.C([O:16][C:17](=O)[CH2:18][C:19]([C:21]([F:24])([F:23])[F:22])=[O:20])C. Product: [F:1][C:2]1[CH:3]=[C:4]([C:8]2[C:9]3[C:19]([OH:20])([C:21]([F:24])([F:23])[F:22])[CH2:18][C:17](=[O:16])[NH:13][C:10]=3[NH:11][N:12]=2)[CH:5]=[CH:6][CH:7]=1. The catalyst class is: 15. (2) Reactant: Br[C:2]1[CH:7]=[CH:6][CH:5]=[C:4]([Br:8])[C:3]=1[CH2:9][CH3:10].[Li]CCCC.CN([CH:19]=[O:20])C.[NH4+].[Cl-]. Product: [Br:8][C:4]1[C:3]([CH2:9][CH3:10])=[C:2]([CH:7]=[CH:6][CH:5]=1)[CH:19]=[O:20]. The catalyst class is: 1. (3) Reactant: [Cl:1][C:2]1[CH:3]=[C:4]([C:13]2[C:22]3[C:17](=[CH:18][C:19]([C:24]#[N:25])=[C:20](F)[CH:21]=3)[N:16]=[CH:15][CH:14]=2)[CH:5]=[N:6][C:7]=1[O:8][CH2:9][CH:10]([CH3:12])[CH3:11].CC([O-])(C)C.[K+].[OH:32][NH:33]C(=O)C.O. Product: [Cl:1][C:2]1[CH:3]=[C:4]([C:13]2[C:22]3[CH:21]=[C:20]4[O:32][N:33]=[C:24]([NH2:25])[C:19]4=[CH:18][C:17]=3[N:16]=[CH:15][CH:14]=2)[CH:5]=[N:6][C:7]=1[O:8][CH2:9][CH:10]([CH3:12])[CH3:11]. The catalyst class is: 215. (4) The catalyst class is: 62. Reactant: Cl[C:2]1[CH:7]=C(Cl)N=CN=1.Br[C:10]1[N:15]=[C:14]([NH2:16])[CH:13]=[C:12](C)[CH:11]=1.CC1(C)[C:45]2[C:40](=C(P(C3C=CC=CC=3)C3C=CC=CC=3)C=CC=2)[O:39][C:21]2C(P(C3C=CC=CC=3)C3C=CC=CC=3)=CC=CC1=2.C(=O)([O-])[O-:61].[K+].[K+]. Product: [NH2:16][C:14]1[CH:13]=[CH:12][C:11]([C:10]([NH:15][CH2:45][CH2:40][O:39][CH3:21])=[O:61])=[CH:2][CH:7]=1. (5) Reactant: [O:1]=[C:2]([NH:8][C:9]1[CH:14]=[CH:13][CH:12]=[C:11]([C:15]2[C:24]3[C:19](=[CH:20][C:21]([O:30][CH3:31])=[C:22]4[O:27][C:26]([CH3:29])([CH3:28])[CH2:25][C:23]4=3)[CH2:18][C:17]([CH3:33])([CH3:32])[N:16]=2)[CH:10]=1)[CH2:3][CH2:4][C:5]([OH:7])=O.CN.CO.O.O[N:40]1C2C=CC=CC=2N=N1.Cl.C(N=C=NCCCN(C)C)C. Product: [CH3:31][O:30][C:21]1[CH:20]=[C:19]2[C:24](=[C:23]3[CH2:25][C:26]([CH3:29])([CH3:28])[O:27][C:22]=13)[C:15]([C:11]1[CH:10]=[C:9]([NH:8][C:2](=[O:1])[CH2:3][CH2:4][C:5]([NH2:40])=[O:7])[CH:14]=[CH:13][CH:12]=1)=[N:16][C:17]([CH3:33])([CH3:32])[CH2:18]2. The catalyst class is: 35. (6) Reactant: [I:1][C:2]1[C:10]2[C:5](=[N:6][CH:7]=[N:8][C:9]=2[NH2:11])[NH:4][N:3]=1.C(=O)([O-])[O-].[Cs+].[Cs+].CS(O[C@H:23]1[CH2:28][CH2:27][CH2:26][N:25]([C:29]([O:31][C:32]([CH3:35])([CH3:34])[CH3:33])=[O:30])[CH2:24]1)(=O)=O. Product: [NH2:11][C:9]1[N:8]=[CH:7][N:6]=[C:5]2[N:4]([C@@H:27]3[CH2:28][CH2:23][CH2:24][N:25]([C:29]([O:31][C:32]([CH3:35])([CH3:34])[CH3:33])=[O:30])[CH2:26]3)[N:3]=[C:2]([I:1])[C:10]=12. The catalyst class is: 3. (7) Reactant: [Si:1](Cl)([C:4]([CH3:7])([CH3:6])[CH3:5])([CH3:3])[CH3:2].N1C=CN=C1.[F:14][C:15]1[C:20]([CH:21]([CH3:23])[CH3:22])=[CH:19][C:18]([C:24]2[CH:29]=[CH:28][C:27]([C:30]([F:33])([F:32])[F:31])=[CH:26][C:25]=2[CH2:34][OH:35])=[C:17]([O:36][CH3:37])[CH:16]=1.O. Product: [C:4]([Si:1]([O:35][CH2:34][C:25]1[CH:26]=[C:27]([C:30]([F:32])([F:33])[F:31])[CH:28]=[CH:29][C:24]=1[C:18]1[CH:19]=[C:20]([CH:21]([CH3:23])[CH3:22])[C:15]([F:14])=[CH:16][C:17]=1[O:36][CH3:37])([CH3:3])[CH3:2])([CH3:7])([CH3:6])[CH3:5]. The catalyst class is: 2.